Regression. Given a peptide amino acid sequence and an MHC pseudo amino acid sequence, predict their binding affinity value. This is MHC class II binding data. From a dataset of Peptide-MHC class II binding affinity with 134,281 pairs from IEDB. (1) The peptide sequence is QHMVVKSALLADKFP. The MHC is DRB1_0101 with pseudo-sequence DRB1_0101. The binding affinity (normalized) is 0.583. (2) The peptide sequence is ENVIDVKLVDANGKL. The MHC is HLA-DQA10101-DQB10501 with pseudo-sequence HLA-DQA10101-DQB10501. The binding affinity (normalized) is 0.0707. (3) The peptide sequence is EKYYFAATQFEPLAA. The MHC is HLA-DPA10201-DPB10101 with pseudo-sequence HLA-DPA10201-DPB10101. The binding affinity (normalized) is 0.854. (4) The peptide sequence is KMIGGIGGFIKVRQYDQIAI. The MHC is DRB1_0301 with pseudo-sequence DRB1_0301. The binding affinity (normalized) is 0.0844. (5) The peptide sequence is IGLQYLGYVIRDLAA. The MHC is HLA-DQA10201-DQB10301 with pseudo-sequence HLA-DQA10201-DQB10301. The binding affinity (normalized) is 0.346. (6) The binding affinity (normalized) is 0.185. The MHC is DRB1_0901 with pseudo-sequence DRB1_0901. The peptide sequence is DEAHFTDPASIAARG. (7) The peptide sequence is ENGEWAIDFCPGVIRRHHG. The MHC is DRB1_1501 with pseudo-sequence DRB1_1501. The binding affinity (normalized) is 0.473.